Predict which catalyst facilitates the given reaction. From a dataset of Catalyst prediction with 721,799 reactions and 888 catalyst types from USPTO. (1) Reactant: [CH3:1][C:2]1[N:6]=[C:5]([CH3:7])[S:4][C:3]=1/[CH:8]=[CH:9]/[C:10](N(C)C)=O.[N+]([O-])(O)=O.[Cl:19][C:20]1[CH:25]=[CH:24][C:23]([NH:26][C:27]([NH2:29])=[NH:28])=[CH:22][C:21]=1[CH2:30][OH:31]. Product: [Cl:19][C:20]1[CH:25]=[CH:24][C:23]([NH:26][C:27]2[N:29]=[C:8]([C:3]3[S:4][C:5]([CH3:7])=[N:6][C:2]=3[CH3:1])[CH:9]=[CH:10][N:28]=2)=[CH:22][C:21]=1[CH2:30][OH:31]. The catalyst class is: 23. (2) Reactant: [N:1]([C:4]1[CH:9]=[CH:8][C:7]([CH:10]=[C:11]([NH:23][C:24]([C:26]2[CH:31]=[CH:30][C:29]([CH2:32][N:33]3[CH2:38][CH2:37][O:36][CH2:35][CH2:34]3)=[CH:28][CH:27]=2)=[O:25])[C:12]([NH:14][CH2:15][CH2:16][CH2:17][CH:18](OC)[O:19]C)=[O:13])=[CH:6][CH:5]=1)=[N+:2]=[N-:3].P(=O)(O)(O)O. Product: [N:1]([C:4]1[CH:5]=[CH:6][C:7]([CH:10]=[C:11]([NH:23][C:24]([C:26]2[CH:27]=[CH:28][C:29]([CH2:32][N:33]3[CH2:38][CH2:37][O:36][CH2:35][CH2:34]3)=[CH:30][CH:31]=2)=[O:25])[C:12]([NH:14][CH2:15][CH2:16][CH2:17][CH:18]=[O:19])=[O:13])=[CH:8][CH:9]=1)=[N+:2]=[N-:3]. The catalyst class is: 6. (3) Reactant: [NH2:1][C:2]1[CH:3]=[C:4]([OH:9])[CH:5]=[C:6]([OH:8])[CH:7]=1.C(=O)([O-])O.[Na+].Cl[C:16]([O:18][CH2:19][C:20]1[CH:25]=[CH:24][CH:23]=[CH:22][CH:21]=1)=[O:17]. Product: [OH:9][C:4]1[CH:3]=[C:2]([NH:1][C:16](=[O:17])[O:18][CH2:19][C:20]2[CH:25]=[CH:24][CH:23]=[CH:22][CH:21]=2)[CH:7]=[C:6]([OH:8])[CH:5]=1. The catalyst class is: 20. (4) Reactant: [C:1]([C:3]1[CH:8]=[C:7]([O:9][CH2:10][C:11]2[CH:16]=[CH:15][CH:14]=[CH:13][CH:12]=2)[C:6]([NH:17][C:18](=O)[CH3:19])=[C:5]([N+:21]([O-])=O)[CH:4]=1)#[N:2]. Product: [CH3:19][C:18]1[NH:21][C:5]2[CH:4]=[C:3]([C:1]#[N:2])[CH:8]=[C:7]([O:9][CH2:10][C:11]3[CH:16]=[CH:15][CH:14]=[CH:13][CH:12]=3)[C:6]=2[N:17]=1. The catalyst class is: 180. (5) Reactant: [CH3:1][C:2]1([CH3:27])[C:10]2[CH:9]=[C:8]3[N:11]=[C:12]([C:14]4[C:22]5[C:17](=[CH:18][CH:19]=[C:20]([C:23](O)=[O:24])[CH:21]=5)[NH:16][N:15]=4)[NH:13][C:7]3=[CH:6][C:5]=2[NH:4][C:3]1=[O:26].[CH2:28]([NH2:30])[CH3:29].F[P-](F)(F)(F)(F)F.N1(OC(N(C)C)=[N+](C)C)C2N=CC=CC=2N=N1.C(N(CC)CC)C. Product: [CH2:28]([NH:30][C:23]([C:20]1[CH:21]=[C:22]2[C:17](=[CH:18][CH:19]=1)[NH:16][N:15]=[C:14]2[C:12]1[NH:13][C:7]2[C:8]([N:11]=1)=[CH:9][C:10]1[C:2]([CH3:1])([CH3:27])[C:3](=[O:26])[NH:4][C:5]=1[CH:6]=2)=[O:24])[CH3:29]. The catalyst class is: 136.